The task is: Predict the reaction yield, written as a fraction of the theoretical maximum amount of product (1.0 means a 100% yield; for example, 0.34 means a 34% yield).. This data is from Reaction yield outcomes from USPTO patents with 853,638 reactions. (1) The reactants are [F:1][C:2]([F:17])([F:16])[C:3]1[CH:4]=[C:5]([N:9]2[C:13](=[O:14])[CH2:12][C:11](=[O:15])[NH:10]2)[CH:6]=[CH:7][CH:8]=1.[CH3:18][C:19]1[CH:20]=[C:21](C=O)[O:22][C:23]=1[CH3:24].[CH3:27]CO. The catalyst is N1C=CC=CC=1. The product is [CH3:27][C:20]1[C:19]([CH3:18])=[C:23]([CH:24]=[C:12]2[C:13](=[O:14])[N:9]([C:5]3[CH:6]=[CH:7][CH:8]=[C:3]([C:2]([F:1])([F:16])[F:17])[CH:4]=3)[NH:10][C:11]2=[O:15])[O:22][CH:21]=1. The yield is 0.340. (2) The yield is 0.760. The catalyst is ClCCl. The product is [N+:17]([C:20]1[CH:21]=[CH:22][C:23]([C:24]([NH:9][C:1]([CH2:4][C:5]([CH3:8])([CH3:7])[CH3:6])([CH3:3])[CH3:2])=[O:25])=[CH:27][CH:28]=1)([O-:19])=[O:18]. The reactants are [C:1]([NH2:9])([CH2:4][C:5]([CH3:8])([CH3:7])[CH3:6])([CH3:3])[CH3:2].C(N(CC)CC)C.[N+:17]([C:20]1[CH:28]=[CH:27][C:23]([C:24](Cl)=[O:25])=[CH:22][CH:21]=1)([O-:19])=[O:18].